From a dataset of Experimentally validated miRNA-target interactions with 360,000+ pairs, plus equal number of negative samples. Binary Classification. Given a miRNA mature sequence and a target amino acid sequence, predict their likelihood of interaction. (1) Result: 0 (no interaction). The protein sequence of the target gene is MKMTVDFEECLKDSPRFRAALEEVEGDVAELELKLDKLVKLCIAMIDTGKAFCVANKQFMNGIRDLAQYSSNDAVVETSLTKFSDSLQEMINFHTILFDQTQRSIKAQLQNFVKEDLRKFKDAKKQFEKVSEEKENALVKNAQVQRNKQHEVEEAANILTATRKCFRHIALDYVLQINVLQSKRRSEILKSMLSFMYAHLAFFHQGYDLFSELGPYMKDLGAQLDRLVVDAAKEKREMEQKHSTIQQKDFSSDDSKLEYNVDAANGIVMEGYLFKRASNAFKTWNRRWFSIQNNQLVYQK.... The miRNA is hsa-miR-1268a with sequence CGGGCGUGGUGGUGGGGG. (2) The miRNA is hsa-miR-324-5p with sequence CGCAUCCCCUAGGGCAUUGGUG. The protein sequence of the target gene is MFCPLKLILLPVLLDYSLGLNDLNVSPPELTVHVGDSALMGCVFQSTEDKCIFKIDWTLSPGEHAKDEYVLYYYSNLSVPIGRFQNRVHLMGDILCNDGSLLLQDVQEADQGTYICEIRLKGESQVFKKAVVLHVLPEEPKELMVHVGGLIQMGCVFQSTEVKHVTKVEWIFSGRRAKEEIVFRYYHKLRMSVEYSQSWGHFQNRVNLVGDIFRNDGSIMLQGVRESDGGNYTCSIHLGNLVFKKTIVLHVSPEEPRTLVTPAALRPLVLGGNQLVIIVGIVCATILLLPVLILIVKKTC.... Result: 0 (no interaction). (3) The miRNA is hsa-miR-3131 with sequence UCGAGGACUGGUGGAAGGGCCUU. The protein sequence of the target gene is MRLKIGFILRSLLVVGSFLGLVVLWSSLSSRPDDQSPLSRMREDRDVNNPLPNRGGNGLAPGDDRFKPVVPWPHVEGVEVDLESIRRKNKAKNEQERHAGGDSQRDVMQRQYLTFKPQTFTYRDPVLRPGVLGNFEPKEPEPHGVVGGPGEKAKPLVLGPEYKQAVQASIKEFGFNMVASDMISLDRSVNDLRQEECKYWHYDENLLTSSVVIVFHNEGWSTLMRTVHSVIKRTPRKYLAEIVLIDDFSNKEHLKEKLDEYIKLWNGLVKVFRNERREGLIQARSIGAQKAKLGQVLIYL.... Result: 0 (no interaction). (4) The miRNA is hsa-miR-345-3p with sequence GCCCUGAACGAGGGGUCUGGAG. The protein sequence of the target gene is MAAASRSASGWALLLLVALWQQRAAGSGVFQLQLQEFINERGVLASGRPCEPGCRTFFRVCLKHFQAVVSPGPCTFGTVSTPVLGTNSFAVRDDSSGGGRNPLQLPFNFTWPGTFSLIIEAWHAPGDDLRPEALPPDALISKIAIQGSLAVGQNWLLDEQTSTLTRLRYSYRVICSDNYYGDNCSRLCKKRNDHFGHYVCQPDGNLSCLPGWTGEYCQQPICLSGCHEQNGYCSKPAECLCRPGWQGRLCNECIPHNGCRHGTCSTPWQCTCDEGWGGLFCDQDLNYCTHHSPCKNGATC.... Result: 1 (interaction). (5) The miRNA is hsa-miR-135a-3p with sequence UAUAGGGAUUGGAGCCGUGGCG. The protein sequence of the target gene is MGEFKVDKFNIEDFFSGDLDIFNYSSGMPSILPDAVPCHSENLEINSYAVVVIYVLVTLLSLVGNSLVMLVILYNRSTCSVTDVYLLNLAIADLFFALTLPVWAASKVNGWTFGSTLCKIFSYVKEVTFYSSVLLLACISMDRYLAIVHATSTLIQKRHLVKFVCIAMWLLSVILALPILILRNPVKVNLSTLVCYEDVGNNTSRLRVVLRILPQTFGFLVPLLIMLFCYGFTLRTLFKAHMGQKHRAMRVIFAVVLVFLLCWLPYNLVLFTDTLMRTKLIKETCERRDDIDKALNATEI.... Result: 0 (no interaction).